This data is from Retrosynthesis with 50K atom-mapped reactions and 10 reaction types from USPTO. The task is: Predict the reactants needed to synthesize the given product. Given the product CC(=O)NCc1cnc(Cn2c(C)cc(OCc3ccc(F)cc3F)c(Br)c2=O)cn1, predict the reactants needed to synthesize it. The reactants are: CC(=O)OC(C)=O.Cc1cc(OCc2ccc(F)cc2F)c(Br)c(=O)n1Cc1cnc(CN)cn1.